From a dataset of Reaction yield outcomes from USPTO patents with 853,638 reactions. Predict the reaction yield, written as a fraction of the theoretical maximum amount of product (1.0 means a 100% yield; for example, 0.34 means a 34% yield). (1) The reactants are Cl[C:2]1[CH:11]=[C:10]([C:12]#[N:13])[C:5]([C:6]([O:8][CH3:9])=[O:7])=[C:4]([C:14]2[CH:15]=[N:16][N:17]([CH3:19])[CH:18]=2)[N:3]=1.[NH2:20][C@H:21]([CH2:25][CH:26]([CH3:28])[CH3:27])[C:22]([NH2:24])=[O:23].O. The catalyst is CC(N(C)C)=O. The product is [NH2:24][C:22](=[O:23])[C@H:21]([NH:20][C:2]1[CH:11]=[C:10]([C:12]#[N:13])[C:5]([C:6]([O:8][CH3:9])=[O:7])=[C:4]([C:14]2[CH:15]=[N:16][N:17]([CH3:19])[CH:18]=2)[N:3]=1)[CH2:25][CH:26]([CH3:28])[CH3:27]. The yield is 0.110. (2) The reactants are [CH2:1]([O:3][C:4](=[O:26])[C:5]([CH3:25])([CH3:24])[CH2:6][CH2:7][CH2:8][CH2:9][C:10](=[CH2:23])[CH2:11][CH2:12][CH2:13][CH2:14][C:15]([CH3:22])([CH3:21])[C:16]([O:18][CH2:19][CH3:20])=[O:17])[CH3:2].B.CSC.[OH:31]O.[OH-].[Na+]. The catalyst is C1COCC1. The product is [CH2:1]([O:3][C:4](=[O:26])[C:5]([CH3:24])([CH3:25])[CH2:6][CH2:7][CH2:8][CH2:9][CH:10]([CH2:23][OH:31])[CH2:11][CH2:12][CH2:13][CH2:14][C:15]([CH3:22])([CH3:21])[C:16]([O:18][CH2:19][CH3:20])=[O:17])[CH3:2]. The yield is 0.770.